Dataset: Catalyst prediction with 721,799 reactions and 888 catalyst types from USPTO. Task: Predict which catalyst facilitates the given reaction. (1) Reactant: [Cl:1][C:2]1[CH:3]=[C:4]([CH2:9][N:10]2[C:14]([CH3:15])=[C:13]([C:16]([NH:18][C:19]3[CH:24]=[CH:23][C:22]([OH:25])=[C:21]([CH2:26][OH:27])[CH:20]=3)=[O:17])[N:12]=[N:11]2)[CH:5]=[CH:6][C:7]=1[Cl:8].C(=O)([O-])[O-].[K+].[K+].Cl.Cl[CH2:36][CH2:37][N:38]([CH3:40])[CH3:39]. Product: [Cl:1][C:2]1[CH:3]=[C:4]([CH2:9][N:10]2[C:14]([CH3:15])=[C:13]([C:16]([NH:18][C:19]3[CH:24]=[CH:23][C:22]([O:25][CH2:36][CH2:37][N:38]([CH3:40])[CH3:39])=[C:21]([CH2:26][OH:27])[CH:20]=3)=[O:17])[N:12]=[N:11]2)[CH:5]=[CH:6][C:7]=1[Cl:8]. The catalyst class is: 3. (2) Reactant: [CH2:1]([O:3][C:4]([C:6]1[CH:11]=[CH:10][N:9]([CH2:12][C:13]2[CH:18]=[CH:17][C:16]([O:19][CH3:20])=[CH:15][C:14]=2[O:21][CH3:22])[C:8](=[O:23])[C:7]=1[CH2:24]Br)=[O:5])[CH3:2].[CH3:26][O:27][C:28](=[O:41])[CH2:29][NH:30][S:31]([C:34]1[CH:39]=[CH:38][C:37]([CH3:40])=[CH:36][CH:35]=1)(=[O:33])=[O:32].[I-].[Na+].C(=O)([O-])[O-].[K+].[K+]. Product: [CH2:1]([O:3][C:4]([C:6]1[CH:11]=[CH:10][N:9]([CH2:12][C:13]2[CH:18]=[CH:17][C:16]([O:19][CH3:20])=[CH:15][C:14]=2[O:21][CH3:22])[C:8](=[O:23])[C:7]=1[CH2:24][N:30]([CH2:29][C:28]([O:27][CH3:26])=[O:41])[S:31]([C:34]1[CH:35]=[CH:36][C:37]([CH3:40])=[CH:38][CH:39]=1)(=[O:33])=[O:32])=[O:5])[CH3:2]. The catalyst class is: 163. (3) Reactant: [CH3:1][N:2]1[C:14]2[C:13]3[N:12]=[C:11]([S:15][CH3:16])[N:10]=[CH:9][C:8]=3[CH2:7][CH2:6][C:5]=2[C:4]([C:17]([O:19]CC)=O)=[N:3]1.C[N:23](C)C=O.O.[NH4+]. Product: [CH3:1][N:2]1[C:14]2[C:13]3[N:12]=[C:11]([S:15][CH3:16])[N:10]=[CH:9][C:8]=3[CH2:7][CH2:6][C:5]=2[C:4]([C:17]([NH2:23])=[O:19])=[N:3]1. The catalyst class is: 5. (4) Product: [CH2:12]([N:14]([CH2:15][CH3:16])[C:7](=[O:9])[C:6]1[CH:5]=[CH:4][C:3]([O:2][CH3:1])=[CH:11][CH:10]=1)[CH3:13]. Reactant: [CH3:1][O:2][C:3]1[CH:11]=[CH:10][C:6]([C:7]([OH:9])=O)=[CH:5][CH:4]=1.[CH2:12]([NH:14][CH2:15][CH3:16])[CH3:13].CN(C(ON1N=NC2C=CC=CC1=2)=[N+](C)C)C.[B-](F)(F)(F)F. The catalyst class is: 3. (5) Reactant: [C:1]([O:8][CH3:9])(=[O:7])/[CH:2]=[CH:3]/[C:4]([OH:6])=[O:5].Cl[CH2:11][C:12]([NH:14][CH2:15][CH2:16]C(Cl)C(N)=O)=[O:13]. The catalyst class is: 37. Product: [C:4]([O:6][CH2:11][C:12](=[O:13])[NH:14][CH2:16][CH2:15][NH:14][C:12](=[O:13])[CH2:11][O:5][C:4](=[O:6])/[CH:3]=[CH:2]/[C:1]([O:8][CH3:9])=[O:7])(=[O:5])/[CH:3]=[CH:2]/[C:1]([O:8][CH3:9])=[O:7].